Dataset: Reaction yield outcomes from USPTO patents with 853,638 reactions. Task: Predict the reaction yield, written as a fraction of the theoretical maximum amount of product (1.0 means a 100% yield; for example, 0.34 means a 34% yield). (1) The product is [C:1]([O:5][C:6]([C:7]1[CH:12]=[CH:11][C:10]2[C:9]([CH:8]=1)=[N:22][N:21]([C:23]1[CH:28]=[CH:27][N:26]=[CH:25][CH:24]=1)[C:13]=2[CH2:14][CH:15]1[CH2:17][CH2:16]1)=[O:19])([CH3:4])([CH3:3])[CH3:2]. The yield is 0.420. No catalyst specified. The reactants are [C:1]([O:5][C:6](=[O:19])[C:7]1[CH:12]=[CH:11][C:10]([C:13]#[C:14][CH:15]2[CH2:17][CH2:16]2)=[C:9](Cl)[CH:8]=1)([CH3:4])([CH3:3])[CH3:2].Cl.[NH:21]([C:23]1[CH:28]=[CH:27][N:26]=[CH:25][CH:24]=1)[NH2:22].C([O-])([O-])=O.[Cs+].[Cs+]. (2) The reactants are O1CCCCC1[N:7]1[C:15]2[C:10](=[CH:11][C:12]([C:16]3[N:20]=[CH:19][N:18](C(C4C=CC=CC=4)(C4C=CC=CC=4)C4C=CC=CC=4)[N:17]=3)=[CH:13][CH:14]=2)[C:9]([C:40]2[CH:41]=[C:42]([CH:47]=[CH:48][CH:49]=2)[C:43](OC)=[O:44])=[N:8]1.[OH-].[Li+].ON1C2C=CC=CC=2N=N1.[CH:62]1([NH2:67])[CH2:66][CH2:65][CH2:64][CH2:63]1.Cl.C(N=C=NCCCN(C)C)C.Cl. The catalyst is O1CCCC1.O.O1CCOCC1. The product is [NH:18]1[CH:19]=[N:20][C:16]([C:12]2[CH:11]=[C:10]3[C:15](=[CH:14][CH:13]=2)[NH:7][N:8]=[C:9]3[C:40]2[CH:41]=[C:42]([C:43]([NH:67][CH:62]3[CH2:66][CH2:65][CH2:64][CH2:63]3)=[O:44])[CH:47]=[CH:48][CH:49]=2)=[N:17]1. The yield is 0.0500. (3) The reactants are Cl[CH2:2][C:3]1[N:4]=[C:5]2[CH:14]=[CH:13][CH:12]=[CH:11][N:6]2[C:7](=[O:10])[C:8]=1[I:9].[C:15]([O-:18])(=[O:17])[CH3:16].[K+].O. The catalyst is CN(C=O)C. The product is [C:15]([O:18][CH2:2][C:3]1[N:4]=[C:5]2[CH:14]=[CH:13][CH:12]=[CH:11][N:6]2[C:7](=[O:10])[C:8]=1[I:9])(=[O:17])[CH3:16]. The yield is 0.900. (4) The reactants are [NH:1]1[C:9]2[C:4](=[CH:5][CH:6]=[CH:7][CH:8]=2)[CH:3]=[CH:2]1.[Li]CCCC.[B:15](OC(C)C)([O:20]C(C)C)[O:16]C(C)C.Cl.C([O-])(O)=O.[Na+]. The catalyst is C1COCC1. The product is [NH:1]1[C:9]2[C:4](=[CH:5][CH:6]=[CH:7][CH:8]=2)[CH:3]=[C:2]1[B:15]([OH:20])[OH:16]. The yield is 0.170. (5) The reactants are [Cl:1][C:2]1[CH:7]=[CH:6][C:5]([S:8]([N:11]([CH2:19][C:20]2[CH:28]=[CH:27][C:23]([C:24]([OH:26])=O)=[CH:22][CH:21]=2)[CH2:12][C:13]2[CH:18]=[CH:17][CH:16]=[CH:15][N:14]=2)(=[O:10])=[O:9])=[CH:4][CH:3]=1.[C:29]1([CH2:35][S:36]([NH2:39])(=[O:38])=[O:37])[CH:34]=[CH:33][CH:32]=[CH:31][CH:30]=1.Cl.CN(C)CCCN=C=NCC. The catalyst is C(Cl)Cl.CN(C)C1C=CN=CC=1. The product is [CH2:35]([S:36]([NH:39][C:24](=[O:26])[C:23]1[CH:22]=[CH:21][C:20]([CH2:19][N:11]([S:8]([C:5]2[CH:4]=[CH:3][C:2]([Cl:1])=[CH:7][CH:6]=2)(=[O:10])=[O:9])[CH2:12][C:13]2[CH:18]=[CH:17][CH:16]=[CH:15][N:14]=2)=[CH:28][CH:27]=1)(=[O:38])=[O:37])[C:29]1[CH:34]=[CH:33][CH:32]=[CH:31][CH:30]=1. The yield is 0.310. (6) The reactants are C(OC([NH:11][C@@H:12]([CH2:20][C:21]1[CH:26]=[CH:25][C:24]([C:27]2[N:32]=[CH:31][C:30]([C:33]3[CH:38]=[CH:37][C:36]([C:39]([CH3:42])([CH3:41])[CH3:40])=[CH:35][CH:34]=3)=[CH:29][N:28]=2)=[CH:23][CH:22]=1)[C:13]([O:15][C:16]([CH3:19])([CH3:18])[CH3:17])=[O:14])=O)C1C=CC=CC=1. The catalyst is CC(=O)OCC.[Pd]. The product is [NH2:11][C@@H:12]([CH2:20][C:21]1[CH:26]=[CH:25][C:24]([C:27]2[N:28]=[CH:29][C:30]([C:33]3[CH:38]=[CH:37][C:36]([C:39]([CH3:42])([CH3:41])[CH3:40])=[CH:35][CH:34]=3)=[CH:31][N:32]=2)=[CH:23][CH:22]=1)[C:13]([O:15][C:16]([CH3:18])([CH3:17])[CH3:19])=[O:14]. The yield is 0.880.